The task is: Predict which catalyst facilitates the given reaction.. This data is from Catalyst prediction with 721,799 reactions and 888 catalyst types from USPTO. (1) Reactant: Cl.[F:2][CH2:3][CH2:4][NH2:5].C(N(CC)C(C)C)(C)C.CN(C(ON1N=NC2C=CC=NC1=2)=[N+](C)C)C.F[P-](F)(F)(F)(F)F.[C:39]([C:43]1[N:47]([CH2:48][CH:49]2[CH2:54][CH2:53][O:52][CH2:51][CH2:50]2)[C:46]2[CH:55]=[CH:56][C:57]([S:59]([N:62]3[CH:66]=[CH:65][C:64]([C:67](O)=[O:68])=[CH:63]3)(=[O:61])=[O:60])=[CH:58][C:45]=2[N:44]=1)([CH3:42])([CH3:41])[CH3:40]. Product: [C:39]([C:43]1[N:47]([CH2:48][CH:49]2[CH2:54][CH2:53][O:52][CH2:51][CH2:50]2)[C:46]2[CH:55]=[CH:56][C:57]([S:59]([N:62]3[CH:66]=[CH:65][C:64]([C:67]([NH:5][CH2:4][CH2:3][F:2])=[O:68])=[CH:63]3)(=[O:61])=[O:60])=[CH:58][C:45]=2[N:44]=1)([CH3:42])([CH3:40])[CH3:41]. The catalyst class is: 3. (2) Reactant: [CH:1]([NH:4][C:5]1[C:14]2[C:9](=[CH:10][C:11]([OH:17])=[C:12]([O:15][CH3:16])[CH:13]=2)[N:8]=[CH:7][N:6]=1)([CH3:3])[CH3:2].Br[CH2:19][C:20]1[CH:21]=[C:22]([S:26]([CH3:34])(=[N:28][C:29]([O:31][CH2:32][CH3:33])=[O:30])=[O:27])[CH:23]=[CH:24][CH:25]=1.C(=O)([O-])[O-].[Cs+].[Cs+]. Product: [CH2:32]([O:31][C:29]([N:28]=[S:26]([C:22]1[CH:23]=[CH:24][CH:25]=[C:20]([CH2:19][O:17][C:11]2[CH:10]=[C:9]3[C:14]([C:5]([NH:4][CH:1]([CH3:3])[CH3:2])=[N:6][CH:7]=[N:8]3)=[CH:13][C:12]=2[O:15][CH3:16])[CH:21]=1)([CH3:34])=[O:27])=[O:30])[CH3:33]. The catalyst class is: 21.